Dataset: Full USPTO retrosynthesis dataset with 1.9M reactions from patents (1976-2016). Task: Predict the reactants needed to synthesize the given product. (1) Given the product [CH3:12][N:6]1[CH2:5][C:4]2[C:8](=[CH:9][CH:10]=[C:2]([B:13]3[O:17][C:16]([CH3:19])([CH3:18])[C:15]([CH3:21])([CH3:20])[O:14]3)[CH:3]=2)[C:7]1=[O:11], predict the reactants needed to synthesize it. The reactants are: Br[C:2]1[CH:3]=[C:4]2[C:8](=[CH:9][CH:10]=1)[C:7](=[O:11])[N:6]([CH3:12])[CH2:5]2.[B:13]1([B:13]2[O:17][C:16]([CH3:19])([CH3:18])[C:15]([CH3:21])([CH3:20])[O:14]2)[O:17][C:16]([CH3:19])([CH3:18])[C:15]([CH3:21])([CH3:20])[O:14]1.C([O-])(=O)C.[K+]. (2) Given the product [NH:17]1[CH:18]=[CH:23][C:15]([C:13]2[NH:12][C:11]3[CH:24]=[CH:25][CH:8]=[CH:9][C:10]=3[N:14]=2)=[N:16]1, predict the reactants needed to synthesize it. The reactants are: C(NC([C:8]1[CH:25]=[CH:24][C:11]2[NH:12][C:13]([C:15]3[C:23]4[C:18](=CC=CC=4)[NH:17][N:16]=3)=[N:14][C:10]=2[CH:9]=1)=O)C(C)C.C1(N)C=CC=CC=1N.S(=O)(O)[O-].[Na+].